This data is from Full USPTO retrosynthesis dataset with 1.9M reactions from patents (1976-2016). The task is: Predict the reactants needed to synthesize the given product. (1) Given the product [C:24]([O:23][C@@H:18]([C:9]1[C:8]([CH3:28])=[CH:7][C:5]2[N:6]=[C:2]([C:43]3[CH:44]=[CH:45][N:46]=[C:41]([C:37]4[CH:36]=[C:35]5[C:40](=[CH:39][CH:38]=4)[N:32]([CH3:31])[N:33]=[CH:34]5)[N:42]=3)[S:3][C:4]=2[C:10]=1[C:11]1[CH:16]=[CH:15][C:14]([Cl:17])=[CH:13][CH:12]=1)[C:19]([O:21][CH3:22])=[O:20])([CH3:27])([CH3:26])[CH3:25], predict the reactants needed to synthesize it. The reactants are: Br[C:2]1[S:3][C:4]2[C:10]([C:11]3[CH:16]=[CH:15][C:14]([Cl:17])=[CH:13][CH:12]=3)=[C:9]([C@H:18]([O:23][C:24]([CH3:27])([CH3:26])[CH3:25])[C:19]([O:21][CH3:22])=[O:20])[C:8]([CH3:28])=[CH:7][C:5]=2[N:6]=1.[Cl-].[Li+].[CH3:31][N:32]1[C:40]2[C:35](=[CH:36][C:37]([C:41]3[N:46]=[C:45]([Sn](CCCC)(CCCC)CCCC)[CH:44]=[CH:43][N:42]=3)=[CH:38][CH:39]=2)[CH:34]=[N:33]1. (2) Given the product [CH3:5][C:2]([C:6]1[CH:7]=[CH:8][C:9]([NH:10][C:13](=[O:15])[CH3:14])=[CH:11][CH:12]=1)([CH3:1])[CH2:3][CH3:4], predict the reactants needed to synthesize it. The reactants are: [CH3:1][C:2]([C:6]1[CH:12]=[CH:11][C:9]([NH2:10])=[CH:8][CH:7]=1)([CH3:5])[CH2:3][CH3:4].[C:13](OC(=O)C)(=[O:15])[CH3:14]. (3) Given the product [CH3:6][C:7]1[CH:15]=[CH:14][C:10]([C:11]#[N:13])=[CH:9][N:8]=1, predict the reactants needed to synthesize it. The reactants are: P(Cl)(Cl)(Cl)=O.[CH3:6][C:7]1[CH:15]=[CH:14][C:10]([C:11]([NH2:13])=O)=[CH:9][N:8]=1. (4) Given the product [N:19]1([C:2]2[C:11]3[C:6](=[CH:7][CH:8]=[CH:9][CH:10]=3)[N:5]=[C:4]([C:12]3[CH:17]=[CH:16][CH:15]=[CH:14][C:13]=3[OH:18])[N:3]=2)[CH2:24][CH2:23][NH:22][CH2:21][CH2:20]1, predict the reactants needed to synthesize it. The reactants are: Cl[C:2]1[C:11]2[C:6](=[CH:7][CH:8]=[CH:9][CH:10]=2)[N:5]=[C:4]([C:12]2[CH:17]=[CH:16][CH:15]=[CH:14][C:13]=2[OH:18])[N:3]=1.[NH:19]1[CH2:24][CH2:23][NH:22][CH2:21][CH2:20]1.C(N(CC)CC)C. (5) Given the product [C:1]1([CH:7]([NH:12][S:13]([C:16]2[CH:21]=[CH:20][CH:19]=[C:18]([C:22]([F:24])([F:23])[F:25])[CH:17]=2)(=[O:15])=[O:14])[CH2:8][C:9]([NH:26][CH:27]2[CH2:36][CH2:35][CH2:34][C:33]3[CH:32]=[C:31]([O:37][S:38]([C:41]([F:44])([F:42])[F:43])(=[O:40])=[O:39])[CH:30]=[CH:29][C:28]2=3)=[O:10])[CH:6]=[CH:5][CH:4]=[CH:3][CH:2]=1, predict the reactants needed to synthesize it. The reactants are: [C:1]1([CH:7]([NH:12][S:13]([C:16]2[CH:21]=[CH:20][CH:19]=[C:18]([C:22]([F:25])([F:24])[F:23])[CH:17]=2)(=[O:15])=[O:14])[CH2:8][C:9](O)=[O:10])[CH:6]=[CH:5][CH:4]=[CH:3][CH:2]=1.[NH2:26][CH:27]1[CH2:36][CH2:35][CH2:34][C:33]2[CH:32]=[C:31]([O:37][S:38]([C:41]([F:44])([F:43])[F:42])(=[O:40])=[O:39])[CH:30]=[CH:29][C:28]1=2.C1C=CC2N(O)N=NC=2C=1.C(Cl)CCl. (6) Given the product [CH3:16][C:9]1[C:8]2[C:12](=[CH:13][CH:14]=[CH:15][C:7]=2[O:6][S:3]([C:2]([F:1])([F:17])[F:18])(=[O:5])=[O:4])[N:11]([C:31]([O:30][C:26]([CH3:29])([CH3:28])[CH3:27])=[O:32])[N:10]=1, predict the reactants needed to synthesize it. The reactants are: [F:1][C:2]([F:18])([F:17])[S:3]([O:6][C:7]1[CH:15]=[CH:14][CH:13]=[C:12]2[C:8]=1[C:9]([CH3:16])=[N:10][NH:11]2)(=[O:5])=[O:4].C(N(CC)CC)C.[C:26]([O:30][C:31](O[C:31]([O:30][C:26]([CH3:29])([CH3:28])[CH3:27])=[O:32])=[O:32])([CH3:29])([CH3:28])[CH3:27].